Dataset: Forward reaction prediction with 1.9M reactions from USPTO patents (1976-2016). Task: Predict the product of the given reaction. The product is: [OH:2][C:3]1[CH:8]=[CH:7][CH:6]=[CH:5][C:4]=1[C:9](=[O:29])[CH2:10][N:11]1[C:20](=[O:21])[C:19]2[N:18]([CH2:22][CH:23]=[C:24]([CH3:26])[CH3:25])[C:17]([Cl:27])=[N:16][C:15]=2[N:14]([CH3:28])[C:12]1=[O:13]. Given the reactants C[O:2][C:3]1[CH:8]=[CH:7][CH:6]=[CH:5][C:4]=1[C:9](=[O:29])[CH2:10][N:11]1[C:20](=[O:21])[C:19]2[N:18]([CH2:22][CH:23]=[C:24]([CH3:26])[CH3:25])[C:17]([Cl:27])=[N:16][C:15]=2[N:14]([CH3:28])[C:12]1=[O:13].B(Br)(Br)Br, predict the reaction product.